From a dataset of Full USPTO retrosynthesis dataset with 1.9M reactions from patents (1976-2016). Predict the reactants needed to synthesize the given product. (1) Given the product [NH2:26][C:22]1[N:21]=[C:20]([NH:19][CH2:2][C:3]2[C:8]([CH2:9][CH3:10])=[C:7]([CH2:11][NH:19][C:20]3[CH:25]=[CH:24][CH:23]=[C:22]([NH2:26])[N:21]=3)[C:6]([CH2:13][CH3:14])=[C:5]([CH2:15][NH:19][C:20]3[CH:25]=[CH:24][CH:23]=[C:22]([NH2:26])[N:21]=3)[C:4]=2[CH2:17][CH3:18])[CH:25]=[CH:24][CH:23]=1, predict the reactants needed to synthesize it. The reactants are: Br[CH2:2][C:3]1[C:8]([CH2:9][CH3:10])=[C:7]([CH2:11]Br)[C:6]([CH2:13][CH3:14])=[C:5]([CH2:15]Br)[C:4]=1[CH2:17][CH3:18].[NH2:19][C:20]1[CH:25]=[CH:24][CH:23]=[C:22]([NH2:26])[N:21]=1.C([O-])([O-])=O.[K+].[K+]. (2) Given the product [NH2:32][C:18]1[N:19]=[C:20]([C:22]2[CH:31]=[C:30]3[C:25]([CH2:26][CH2:27][N:28]([C:46](=[O:47])[CH2:45][CH:42]4[CH2:43][CH2:44][N:40]([C:38]([O:37][C:33]([CH3:35])([CH3:34])[CH3:36])=[O:39])[CH2:41]4)[CH2:29]3)=[CH:24][CH:23]=2)[CH:21]=[C:16]([N:13]2[CH2:12][CH2:11][N:10]([CH3:9])[CH2:15][CH2:14]2)[N:17]=1, predict the reactants needed to synthesize it. The reactants are: C(N(CC)CC)C.Cl.[CH3:9][N:10]1[CH2:15][CH2:14][N:13]([C:16]2[CH:21]=[C:20]([C:22]3[CH:31]=[C:30]4[C:25]([CH2:26][CH2:27][NH:28][CH2:29]4)=[CH:24][CH:23]=3)[N:19]=[C:18]([NH2:32])[N:17]=2)[CH2:12][CH2:11]1.[C:33]([O:37][C:38]([N:40]1[CH2:44][CH2:43][CH:42]([CH2:45][C:46](O)=[O:47])[CH2:41]1)=[O:39])([CH3:36])([CH3:35])[CH3:34].F[P-](F)(F)(F)(F)F.N1(O[P+](N(C)C)(N(C)C)N(C)C)C2C=CC=CC=2N=N1. (3) Given the product [C:1]1([CH2:7][CH2:8][CH:9]=[CH:10][C:12]2[O:16][C:15]([C:17]([OH:19])=[O:18])=[CH:14][CH:13]=2)[CH:6]=[CH:5][CH:4]=[CH:3][CH:2]=1, predict the reactants needed to synthesize it. The reactants are: [C:1]1([CH2:7][CH2:8][CH:9]=[CH2:10])[CH:6]=[CH:5][CH:4]=[CH:3][CH:2]=1.Br[C:12]1[O:16][C:15]([C:17]([OH:19])=[O:18])=[CH:14][CH:13]=1.CCN(C(C)C)C(C)C. (4) Given the product [C:18]([O:1][C:2]1[C:3]([CH:11]([C:9]#[N:10])[C:12]([O:14][CH2:15][CH3:16])=[O:13])=[N:4][CH:5]=[CH:6][CH:7]=1)(=[O:19])[CH3:17], predict the reactants needed to synthesize it. The reactants are: [OH:1][C:2]1[CH:3]=[N+:4]([O-])[CH:5]=[CH:6][CH:7]=1.[C:9]([CH2:11][C:12]([O:14][CH2:15][CH3:16])=[O:13])#[N:10].[CH3:17][C:18](OC(C)=O)=[O:19]. (5) Given the product [CH3:1][N:2]1[C@@H:12]2[CH2:13][C:14]3[CH:19]=[CH:18][C:17]([O:20][CH3:21])=[C:16]4[O:22][C@H:6]5[C@@H:7]([OH:8])[CH2:9][CH2:10][C@:11]2([OH:23])[C@:5]5([C:15]=34)[CH2:4][CH2:3]1, predict the reactants needed to synthesize it. The reactants are: [CH3:1][N:2]1[C@@H:12]2[CH2:13][C:14]3[CH:19]=[CH:18][C:17]([O:20][CH3:21])=[C:16]4[O:22][CH:6]5[C:7]([CH:9]=[CH:10][C@:11]2([OH:23])[C@:5]5([C:15]=34)[CH2:4][CH2:3]1)=[O:8].C(O)(=O)C. (6) Given the product [Br:1][C:2]1[C:7]([O:8][CH2:9][CH2:10][CH2:12][CH3:13])=[CH:6][CH:5]=[CH:4][N:3]=1, predict the reactants needed to synthesize it. The reactants are: [Br:1][C:2]1[C:7]([O:8][CH2:9][CH3:10])=[CH:6][CH:5]=[CH:4][N:3]=1.I[CH2:12][CH2:13]CC. (7) Given the product [CH3:39][O:40][C:41]1[CH:42]=[CH:43][C:44]([S:47]([NH:50][C:51]2[CH:52]=[CH:53][CH:54]=[C:55]([C:2]3[C:10]4[C:9]([NH:11][C@H:12]([C:14]5[N:19]([C:20]6[CH:25]=[CH:24][CH:23]=[CH:22][CH:21]=6)[C:18](=[O:26])[C:17]6=[C:27]([CH3:30])[CH:28]=[CH:29][N:16]6[N:15]=5)[CH3:13])=[N:8][CH:7]=[N:6][C:5]=4[N:4]([CH2:31][O:32][CH2:33][CH2:34][Si:35]([CH3:38])([CH3:37])[CH3:36])[CH:3]=3)[CH:56]=2)(=[O:49])=[O:48])=[CH:45][CH:46]=1, predict the reactants needed to synthesize it. The reactants are: Br[C:2]1[C:10]2[C:9]([NH:11][C@H:12]([C:14]3[N:19]([C:20]4[CH:25]=[CH:24][CH:23]=[CH:22][CH:21]=4)[C:18](=[O:26])[C:17]4=[C:27]([CH3:30])[CH:28]=[CH:29][N:16]4[N:15]=3)[CH3:13])=[N:8][CH:7]=[N:6][C:5]=2[N:4]([CH2:31][O:32][CH2:33][CH2:34][Si:35]([CH3:38])([CH3:37])[CH3:36])[CH:3]=1.[CH3:39][O:40][C:41]1[CH:46]=[CH:45][C:44]([S:47]([NH:50][C:51]2[CH:56]=[CH:55][CH:54]=[C:53](B3OC(C)(C)C(C)(C)O3)[CH:52]=2)(=[O:49])=[O:48])=[CH:43][CH:42]=1.C(=O)([O-])[O-].[Na+].[Na+].